This data is from Catalyst prediction with 721,799 reactions and 888 catalyst types from USPTO. The task is: Predict which catalyst facilitates the given reaction. (1) Reactant: [K+].[Br:2][C:3]1[CH:4]=[C:5]([CH:9]=[CH:10][C:11](=[O:15])[C:12]([O-:14])=[O:13])[CH:6]=[CH:7][CH:8]=1.CI.[CH3:18]N(C)C=O. Product: [CH3:18][O:13][C:12](=[O:14])[C:11](=[O:15])[CH:10]=[CH:9][C:5]1[CH:6]=[CH:7][CH:8]=[C:3]([Br:2])[CH:4]=1. The catalyst class is: 6. (2) Product: [NH2:23][C:9]1[N:8]=[CH:7][N:6]=[C:5]2[C:10]=1[N:11]=[C:12]([S:13][C:14]1[CH:19]=[C:18]([O:20][CH3:21])[CH:17]=[CH:16][C:15]=1[I:22])[N:4]2[CH2:3][CH2:2][NH:1][C:25](=[O:26])[CH3:24]. The catalyst class is: 26. Reactant: [NH2:1][CH2:2][CH2:3][N:4]1[C:12]([S:13][C:14]2[CH:19]=[C:18]([O:20][CH3:21])[CH:17]=[CH:16][C:15]=2[I:22])=[N:11][C:10]2[C:5]1=[N:6][CH:7]=[N:8][C:9]=2[NH2:23].[CH3:24][C:25](OC(C)=O)=[O:26]. (3) The catalyst class is: 1. Product: [NH2:23][C:21]1[N:20]=[CH:19][N:18]=[C:17]2[N:16]([C@@H:24]3[CH2:29][CH2:28][CH2:27][N:26]([C:31](=[O:32])[CH2:30][OH:33])[CH2:25]3)[N:15]=[C:14]([C:11]3[CH:10]=[CH:9][C:8]([O:1][C:2]4[CH:7]=[CH:6][CH:5]=[CH:4][CH:3]=4)=[CH:13][CH:12]=3)[C:22]=12. Reactant: [O:1]([C:8]1[CH:13]=[CH:12][C:11]([C:14]2[C:22]3[C:17](=[N:18][CH:19]=[N:20][C:21]=3[NH2:23])[N:16]([C@@H:24]3[CH2:29][CH2:28][CH2:27][NH:26][CH2:25]3)[N:15]=2)=[CH:10][CH:9]=1)[C:2]1[CH:7]=[CH:6][CH:5]=[CH:4][CH:3]=1.[C:30](O)(=[O:33])[CH2:31][OH:32].C(N(CC)CC)C.CN(C(ON1N=NC2C=CC=NC1=2)=[N+](C)C)C.F[P-](F)(F)(F)(F)F.